From a dataset of Catalyst prediction with 721,799 reactions and 888 catalyst types from USPTO. Predict which catalyst facilitates the given reaction. Reactant: [OH:1][CH2:2][C@@H:3]1[C@:12]2([CH3:13])[C@H:7]([C:8]([CH3:15])([CH3:14])[CH2:9][CH2:10][CH2:11]2)[CH2:6][CH2:5][C@@:4]1([CH3:17])[OH:16].CC1C=N[C:22]2[C:31]([C:32]=1C)=[CH:30][CH:29]=[C:28]1[C:23]=2N=CC(C)=C1C.[C:36]([O-])([O-])=[O:37].[Cs+].[Cs+]. Product: [CH3:36][O:37][C:23]1[CH:28]=[C:29]([CH:30]=[C:31]([CH3:32])[CH:22]=1)[O:1][CH2:2][C@@H:3]1[C@:12]2([CH3:13])[C@H:7]([C:8]([CH3:15])([CH3:14])[CH2:9][CH2:10][CH2:11]2)[CH2:6][CH2:5][C@@:4]1([CH3:17])[OH:16]. The catalyst class is: 205.